From a dataset of Catalyst prediction with 721,799 reactions and 888 catalyst types from USPTO. Predict which catalyst facilitates the given reaction. Reactant: [C:1]1(=[O:11])[NH:5][C:4](=[O:6])[C:3]2=[CH:7][CH:8]=[CH:9][CH:10]=[C:2]12.[C:12]1(P([C:12]2[CH:17]=[CH:16][CH:15]=[CH:14][CH:13]=2)[C:12]2[CH:17]=[CH:16][CH:15]=[CH:14][CH:13]=2)[CH:17]=[CH:16][CH:15]=[CH:14][CH:13]=1.N(C(OCC)=O)=NC(OCC)=O.C1(C)C=CC=CC=1.C1(O)CCCCC=1. Product: [CH:17]1([N:5]2[C:1](=[O:11])[C:2]3[C:3](=[CH:7][CH:8]=[CH:9][CH:10]=3)[C:4]2=[O:6])[CH2:16][CH2:15][CH2:14][CH:13]=[CH:12]1. The catalyst class is: 7.